Dataset: Catalyst prediction with 721,799 reactions and 888 catalyst types from USPTO. Task: Predict which catalyst facilitates the given reaction. (1) Reactant: [O:1]([C:8]1[CH:19]=[CH:18][C:11]([O:12][C:13]2[S:14][CH:15]=[CH:16][N:17]=2)=[CH:10][CH:9]=1)[C:2]1[CH:7]=[CH:6][CH:5]=[CH:4][CH:3]=1.[Li]CCCC.CCCCCC.[I:31]I. Product: [I:31][C:15]1[S:14][C:13]([O:12][C:11]2[CH:18]=[CH:19][C:8]([O:1][C:2]3[CH:3]=[CH:4][CH:5]=[CH:6][CH:7]=3)=[CH:9][CH:10]=2)=[N:17][CH:16]=1. The catalyst class is: 54. (2) Reactant: [ClH:1].CC1NC=NC=1CN1CCC2NC3C=CC=CC=3C=2C1=O.[CH3:23][N:24]1[C:32]2[CH:31]=[CH:30][CH:29]=[CH:28][C:27]=2[C:26]2[C:33](=[O:44])[N:34]([CH2:37][C:38]3[N:39]=[CH:40][NH:41][C:42]=3[CH3:43])[CH2:35][CH2:36][C:25]1=2. Product: [ClH:1].[CH3:23][N:24]1[C:32]2[CH:31]=[CH:30][CH:29]=[CH:28][C:27]=2[C:26]2[C:33](=[O:44])[N:34]([CH2:37][C:38]3[N:39]=[CH:40][NH:41][C:42]=3[CH3:43])[CH2:35][CH2:36][C:25]1=2. The catalyst class is: 5. (3) Reactant: [Cl:1][C:2]1[CH:22]=[CH:21][C:5]([CH2:6][CH:7]2[CH2:12][CH:11]([C:13]([O:15]C)=[O:14])[CH2:10][CH2:9][N:8]2[C:17]([O:19][CH3:20])=[O:18])=[CH:4][CH:3]=1.[Li+].[OH-].CO.O. Product: [Cl:1][C:2]1[CH:3]=[CH:4][C:5]([CH2:6][CH:7]2[CH2:12][CH:11]([C:13]([OH:15])=[O:14])[CH2:10][CH2:9][N:8]2[C:17]([O:19][CH3:20])=[O:18])=[CH:21][CH:22]=1. The catalyst class is: 7. (4) Reactant: [CH3:1][O:2][C:3]1[CH:8]=[C:7]([N+:9]([O-])=O)[CH:6]=[CH:5][C:4]=1[C:12]1[S:13][C:14]2[CH:20]=[CH:19][CH:18]=[CH:17][C:15]=2[N:16]=1.O.O.[Sn](Cl)Cl.CCCCCC.C1COCC1. Product: [NH2:9][C:7]1[CH:6]=[CH:5][C:4]([C:12]2[S:13][C:14]3[CH:20]=[CH:19][CH:18]=[CH:17][C:15]=3[N:16]=2)=[C:3]([O:2][CH3:1])[CH:8]=1. The catalyst class is: 14. (5) Reactant: Cl.O1CCOCC1.[C:8]([NH:12][C:13]([C:15]1[N:19]=[C:18]([C:20]2[CH:25]=[CH:24][C:23]([NH:26]C(OC(C)(C)C)=O)=[CH:22][N:21]=2)[N:17]([C:34]2[CH:35]=[N:36][C:37]([O:40][CH3:41])=[CH:38][CH:39]=2)[N:16]=1)=[O:14])([CH3:11])([CH3:10])[CH3:9].C(=O)([O-])O.[Na+]. Product: [C:8]([NH:12][C:13]([C:15]1[N:19]=[C:18]([C:20]2[CH:25]=[CH:24][C:23]([NH2:26])=[CH:22][N:21]=2)[N:17]([C:34]2[CH:35]=[N:36][C:37]([O:40][CH3:41])=[CH:38][CH:39]=2)[N:16]=1)=[O:14])([CH3:11])([CH3:10])[CH3:9]. The catalyst class is: 4. (6) Reactant: [OH-].[Li+].[CH2:3]([O:5][C:6]1[CH:11]=[CH:10][C:9]([C:12]2[C:17]([F:18])=[CH:16][N:15]([CH2:19][CH2:20][C@@:21]([CH3:31])([S:27]([CH3:30])(=[O:29])=[O:28])[C:22]([O:24]CC)=[O:23])[C:14](=[O:32])[CH:13]=2)=[CH:8][CH:7]=1)[CH3:4].Cl. Product: [CH2:3]([O:5][C:6]1[CH:11]=[CH:10][C:9]([C:12]2[C:17]([F:18])=[CH:16][N:15]([CH2:19][CH2:20][C@@:21]([CH3:31])([S:27]([CH3:30])(=[O:28])=[O:29])[C:22]([OH:24])=[O:23])[C:14](=[O:32])[CH:13]=2)=[CH:8][CH:7]=1)[CH3:4]. The catalyst class is: 30. (7) Product: [Cl:12][C:9]1[CH:10]=[N:11][C:2]([N:20]2[CH2:21][CH2:22][CH2:23][CH:19]2[C:13]2[CH:18]=[CH:17][CH:16]=[CH:15][CH:14]=2)=[C:3]([CH:8]=1)[C:4]([O:6][CH3:7])=[O:5]. The catalyst class is: 32. Reactant: Cl[C:2]1[N:11]=[CH:10][C:9]([Cl:12])=[CH:8][C:3]=1[C:4]([O:6][CH3:7])=[O:5].[C:13]1([CH:19]2[CH2:23][CH2:22][CH2:21][NH:20]2)[CH:18]=[CH:17][CH:16]=[CH:15][CH:14]=1.C(N(CC)C(C)C)(C)C. (8) Reactant: [CH3:1][N:2]1[C:6]2[CH:7]=[CH:8][CH:9]=[C:10]([NH:11][C:12]([C:14]3[C:18]4[N:19]=[C:20](Cl)[N:21]=[CH:22][C:17]=4[S:16][CH:15]=3)=[O:13])[C:5]=2[N:4]=[CH:3]1.[NH2:24][C@@H:25]1[CH2:30][CH2:29][O:28][CH2:27][C@@H:26]1[NH:31][C:32](=[O:38])[O:33][C:34]([CH3:37])([CH3:36])[CH3:35].C(N(CC)CC)C. Product: [C:34]([O:33][C:32](=[O:38])[NH:31][C@@H:26]1[C@H:25]([NH:24][C:20]2[N:21]=[CH:22][C:17]3[S:16][CH:15]=[C:14]([C:12](=[O:13])[NH:11][C:10]4[C:5]5[N:4]=[CH:3][N:2]([CH3:1])[C:6]=5[CH:7]=[CH:8][CH:9]=4)[C:18]=3[N:19]=2)[CH2:30][CH2:29][O:28][CH2:27]1)([CH3:37])([CH3:35])[CH3:36]. The catalyst class is: 346.